This data is from Full USPTO retrosynthesis dataset with 1.9M reactions from patents (1976-2016). The task is: Predict the reactants needed to synthesize the given product. (1) Given the product [C:25]1([S:31]([NH:1][CH2:2][C:3]2[N:8]=[C:7]([N:9]([CH2:17][C:18]([O:20][C:21]([CH3:24])([CH3:23])[CH3:22])=[O:19])[C:10]([O:12][C:13]([CH3:16])([CH3:15])[CH3:14])=[O:11])[CH:6]=[CH:5][CH:4]=2)(=[O:33])=[O:32])[CH:30]=[CH:29][CH:28]=[CH:27][CH:26]=1, predict the reactants needed to synthesize it. The reactants are: [NH2:1][CH2:2][C:3]1[N:8]=[C:7]([N:9]([CH2:17][C:18]([O:20][C:21]([CH3:24])([CH3:23])[CH3:22])=[O:19])[C:10]([O:12][C:13]([CH3:16])([CH3:15])[CH3:14])=[O:11])[CH:6]=[CH:5][CH:4]=1.[C:25]1([S:31](Cl)(=[O:33])=[O:32])[CH:30]=[CH:29][CH:28]=[CH:27][CH:26]=1. (2) Given the product [CH3:1][O:2][C:3](=[O:49])[CH2:4][CH2:5][C:6]1[C:14]2[C:9](=[CH:10][CH:11]=[CH:12][CH:13]=2)[N:8]([CH2:15][CH2:16][CH2:17][N:18]2[CH2:48][CH2:47][C:21]3([N:25]([C:26]4[CH:31]=[CH:30][CH:29]=[CH:28][CH:27]=4)[CH2:24][N:23]([CH2:32][C:33]4[CH:34]=[C:35]([CH:43]=[CH:44][CH:45]=4)[C:36]([OH:38])=[O:37])[C:22]3=[O:46])[CH2:20][CH2:19]2)[CH:7]=1, predict the reactants needed to synthesize it. The reactants are: [CH3:1][O:2][C:3](=[O:49])[CH2:4][CH2:5][C:6]1[C:14]2[C:9](=[CH:10][CH:11]=[CH:12][CH:13]=2)[N:8]([CH2:15][CH2:16][CH2:17][N:18]2[CH2:48][CH2:47][C:21]3([N:25]([C:26]4[CH:31]=[CH:30][CH:29]=[CH:28][CH:27]=4)[CH2:24][N:23]([CH2:32][C:33]4[CH:34]=[C:35]([CH:43]=[CH:44][CH:45]=4)[C:36]([O:38]C(C)(C)C)=[O:37])[C:22]3=[O:46])[CH2:20][CH2:19]2)[CH:7]=1. (3) Given the product [Cl:1][C:2]1[N:7]=[C:6]([C:8]2[S:12][C:11]([N:13]3[CH2:14][CH2:15][O:16][CH2:17][CH2:18]3)=[N:10][C:9]=2[C:19]2[C:20]([F:26])=[C:21]([NH:22][S:32]([C:28]3[O:27][CH:31]=[CH:30][CH:29]=3)(=[O:34])=[O:33])[CH:23]=[CH:24][CH:25]=2)[CH:5]=[CH:4][N:3]=1, predict the reactants needed to synthesize it. The reactants are: [Cl:1][C:2]1[N:7]=[C:6]([C:8]2[S:12][C:11]([N:13]3[CH2:18][CH2:17][O:16][CH2:15][CH2:14]3)=[N:10][C:9]=2[C:19]2[C:20]([F:26])=[C:21]([CH:23]=[CH:24][CH:25]=2)[NH2:22])[CH:5]=[CH:4][N:3]=1.[O:27]1[CH:31]=[CH:30][CH:29]=[C:28]1[S:32](Cl)(=[O:34])=[O:33]. (4) Given the product [F:14][C:2]([F:1])([F:15])[C@@:3]([OH:13])([C:7]1[CH:12]=[CH:11][CH:10]=[CH:9][CH:8]=1)[C:4]([NH:24][CH2:23][C:22]1[C:17]([F:16])=[N:18][CH:19]=[C:20]([CH3:25])[CH:21]=1)=[O:6], predict the reactants needed to synthesize it. The reactants are: [F:1][C:2]([F:15])([F:14])[C@@:3]([OH:13])([C:7]1[CH:12]=[CH:11][CH:10]=[CH:9][CH:8]=1)[C:4]([OH:6])=O.[F:16][C:17]1[C:22]([CH2:23][NH2:24])=[CH:21][C:20]([CH3:25])=[CH:19][N:18]=1.C(N(C(C)C)CC)(C)C.F[P-](F)(F)(F)(F)F.N1(O[P+](N2CCCC2)(N2CCCC2)N2CCCC2)C2C=CC=CC=2N=N1. (5) Given the product [C:9]1(=[O:8])[C:10]2[CH:11]=[CH:12][C:13]3[C:14](=[CH:33][CH:34]=[CH:35][CH:36]=3)[C:15]=2[CH:16]=[CH:21][C:22]1=[O:23], predict the reactants needed to synthesize it. The reactants are: [Si]([O:8][CH:9]1[CH:22]([O:23][Si](C(C)(C)C)(C)C)[C:21]2C=C(I)C=C[C:16]=2[C:15]2[C:10]1=[CH:11][CH:12]=[CH:13][CH:14]=2)(C(C)(C)C)(C)C.O1[CH2:36][CH2:35][CH2:34][CH2:33]1.[F-].C([N+](CCCC)(CCCC)CCCC)CCC. (6) The reactants are: [NH:1]1[CH2:5][CH2:4][CH2:3][CH2:2]1.[CH2:6]=O.[OH:8][C:9]1[C:16]([OH:17])=[C:15]([OH:18])[CH:14]=[CH:13][C:10]=1[CH:11]=[O:12]. Given the product [OH:8][C:9]1[C:16]([OH:17])=[C:15]([OH:18])[C:14]([CH2:6][N:1]2[CH2:5][CH2:4][CH2:3][CH2:2]2)=[CH:13][C:10]=1[CH:11]=[O:12], predict the reactants needed to synthesize it. (7) Given the product [C:32](=[O:43])([O:36][CH:37]1[CH2:38][CH2:39][CH2:40][CH2:41][CH2:42]1)[O:33][CH2:34][O:31][C:27]1[CH:26]=[CH:25][C:24]2[C:29](=[CH:30][C:21]([O:20][CH2:19][CH2:18][CH2:17][CH2:16][N:13]3[CH2:12][CH2:11][N:10]([C:6]4[C:3]5[CH:4]=[CH:5][S:1][C:2]=5[CH:9]=[CH:8][CH:7]=4)[CH2:15][CH2:14]3)=[CH:22][CH:23]=2)[N:28]=1, predict the reactants needed to synthesize it. The reactants are: [S:1]1[CH:5]=[CH:4][C:3]2[C:6]([N:10]3[CH2:15][CH2:14][N:13]([CH2:16][CH2:17][CH2:18][CH2:19][O:20][C:21]4[CH:30]=[C:29]5[C:24]([CH:25]=[CH:26][C:27](=[O:31])[NH:28]5)=[CH:23][CH:22]=4)[CH2:12][CH2:11]3)=[CH:7][CH:8]=[CH:9][C:2]1=2.[C:32](=[O:43])([O:36][CH:37]1[CH2:42][CH2:41][CH2:40][CH2:39][CH2:38]1)[O:33][CH2:34]Cl.O. (8) Given the product [Cl:1][C:2]1[CH:7]=[CH:6][C:5]([CH:8]([C:21]2[CH:22]=[CH:23][C:24]([F:27])=[CH:25][CH:26]=2)[C:9]2[C:17]3[C:12](=[C:13]([CH2:18][S:19]([CH3:20])=[O:48])[CH:14]=[CH:15][CH:16]=3)[NH:11][CH:10]=2)=[CH:4][C:3]=1[F:28], predict the reactants needed to synthesize it. The reactants are: [Cl:1][C:2]1[CH:7]=[CH:6][C:5]([CH:8]([C:21]2[CH:26]=[CH:25][C:24]([F:27])=[CH:23][CH:22]=2)[C:9]2[C:17]3[C:12](=[C:13]([CH2:18][S:19][CH3:20])[CH:14]=[CH:15][CH:16]=3)[NH:11][CH:10]=2)=[CH:4][C:3]=1[F:28].ClC1C=CC(C(C2C=CC(Cl)=CC=2)C2C3C(=C(CS(C)=[O:48])C=CC=3)NC=2)=CC=1. (9) Given the product [F:1][C:2]1[CH:3]=[CH:4][C:5]([CH:8]2[CH2:13][CH:12]([O:14][CH3:26])[CH2:11][CH2:10][N:9]2[C:15]([O:17][C:18]2[CH:19]=[CH:20][CH:21]=[CH:22][CH:23]=2)=[O:16])=[CH:6][CH:7]=1, predict the reactants needed to synthesize it. The reactants are: [F:1][C:2]1[CH:7]=[CH:6][C:5]([CH:8]2[CH2:13][CH:12]([OH:14])[CH2:11][CH2:10][N:9]2[C:15]([O:17][C:18]2[CH:23]=[CH:22][CH:21]=[CH:20][CH:19]=2)=[O:16])=[CH:4][CH:3]=1.[H-].[Na+].[CH3:26]I. (10) The reactants are: Br[C:2]1[CH:7]=[C:6]([C:8]2[C:9]([C:32]3[CH:37]=[CH:36][CH:35]=[CH:34][N:33]=3)=[N:10][N:11]([C:13]([C:26]3[CH:31]=[CH:30][CH:29]=[CH:28][CH:27]=3)([C:20]3[CH:25]=[CH:24][CH:23]=[CH:22][CH:21]=3)[C:14]3[CH:19]=[CH:18][CH:17]=[CH:16][CH:15]=3)[CH:12]=2)[CH:5]=[CH:4][N:3]=1.C([O-])([O-])=O.[Na+].[Na+].[CH:44]([C:46]1[CH:51]=[CH:50][C:49](B(O)O)=[CH:48][CH:47]=1)=[O:45]. Given the product [N:33]1[CH:34]=[CH:35][CH:36]=[CH:37][C:32]=1[C:9]1[C:8]([C:6]2[CH:5]=[CH:4][N:3]=[C:2]([C:49]3[CH:50]=[CH:51][C:46]([CH:44]=[O:45])=[CH:47][CH:48]=3)[CH:7]=2)=[CH:12][N:11]([C:13]([C:26]2[CH:31]=[CH:30][CH:29]=[CH:28][CH:27]=2)([C:20]2[CH:25]=[CH:24][CH:23]=[CH:22][CH:21]=2)[C:14]2[CH:19]=[CH:18][CH:17]=[CH:16][CH:15]=2)[N:10]=1, predict the reactants needed to synthesize it.